Dataset: Reaction yield outcomes from USPTO patents with 853,638 reactions. Task: Predict the reaction yield, written as a fraction of the theoretical maximum amount of product (1.0 means a 100% yield; for example, 0.34 means a 34% yield). (1) The reactants are [C:1]([NH:5][S:6]([C:9]1(CC=C)[CH2:11][CH2:10]1)(=[O:8])=[O:7])([CH3:4])([CH3:3])[CH3:2].C(N(CC)CC)C.C([O:26][C:27](OC(OC(C)(C)C)=O)=[O:28])(C)(C)C.[Cl:37]CCl. The catalyst is CN(C1C=CN=CC=1)C. The product is [C:1]([NH:5][C:27](=[O:26])[OH:28])([CH3:4])([CH3:3])[CH3:2].[Cl:37][CH2:11][CH2:10][CH2:9][S:6]([NH2:5])(=[O:8])=[O:7]. The yield is 0.960. (2) The reactants are [CH:1]([C:4]1[N:5]=[C:6]([NH2:9])[S:7][CH:8]=1)([CH3:3])[CH3:2].Cl[C:11]1[CH:16]=[C:15]([S:17][C:18]2[C:23]([Cl:24])=[CH:22][CH:21]=[CH:20][C:19]=2[Cl:25])[CH:14]=[CH:13][N:12]=1.P([O-])([O-])([O-])=O.[K+].[K+].[K+].C1(P(C2C=CC=CC=2)C2C3OC4C(=CC=CC=4P(C4C=CC=CC=4)C4C=CC=CC=4)C(C)(C)C=3C=CC=2)C=CC=CC=1. The catalyst is C1C=CC(/C=C/C(/C=C/C2C=CC=CC=2)=O)=CC=1.C1C=CC(/C=C/C(/C=C/C2C=CC=CC=2)=O)=CC=1.C1C=CC(/C=C/C(/C=C/C2C=CC=CC=2)=O)=CC=1.[Pd].[Pd]. The product is [Cl:25][C:19]1[CH:20]=[CH:21][CH:22]=[C:23]([Cl:24])[C:18]=1[S:17][C:15]1[CH:14]=[CH:13][N:12]=[C:11]([NH:9][C:6]2[S:7][CH:8]=[C:4]([CH:1]([CH3:3])[CH3:2])[N:5]=2)[CH:16]=1. The yield is 0.380. (3) The reactants are [CH3:1][O:2][C:3]1[CH:8]=[CH:7][C:6]([Ge:9]([CH3:20])([CH3:19])[CH2:10][CH2:11][C:12]2[CH:17]=[CH:16][C:15]([OH:18])=[CH:14][CH:13]=2)=[CH:5][CH:4]=1.[CH3:21][CH2:22][O:23][CH2:24][CH2:25]Cl.C(=O)([O-])[O-].[Cs+].[Cs+]. The catalyst is C(#N)C.[I-].C([N+](CCCC)(CCCC)CCCC)CCC. The product is [CH2:22]([O:23][CH2:24][CH2:25][O:18][C:15]1[CH:14]=[CH:13][C:12]([CH2:11][CH2:10][Ge:9]([C:6]2[CH:5]=[CH:4][C:3]([O:2][CH3:1])=[CH:8][CH:7]=2)([CH3:20])[CH3:19])=[CH:17][CH:16]=1)[CH3:21]. The yield is 0.900. (4) The reactants are [Br:1][C:2]1[CH:16]=[CH:15][C:5]2[N:6]=[C:7]([NH:9][C:10]([NH:12][CH2:13][CH3:14])=[O:11])[S:8][C:4]=2[C:3]=1O.[F:18][C:19]([F:32])([F:31])[S:20](O[S:20]([C:19]([F:32])([F:31])[F:18])(=[O:22])=[O:21])(=[O:22])=[O:21]. The catalyst is N1C=CC=CC=1.CCOC(C)=O. The product is [Br:1][C:2]1[CH:16]=[CH:15][C:5]2[N:6]=[C:7]([NH:9][C:10]([NH:12][CH2:13][CH3:14])=[O:11])[S:8][C:4]=2[C:3]=1[S:20]([C:19]([F:32])([F:31])[F:18])(=[O:22])=[O:21]. The yield is 0.500.